This data is from Forward reaction prediction with 1.9M reactions from USPTO patents (1976-2016). The task is: Predict the product of the given reaction. (1) The product is: [CH3:9][NH:10][CH2:1][C:2]1[CH:7]=[CH:6][CH:5]=[CH:4][CH:3]=1. Given the reactants [CH:1](=O)[C:2]1[CH:7]=[CH:6][CH:5]=[CH:4][CH:3]=1.[CH3:9][NH2:10].[BH4-].[Na+], predict the reaction product. (2) Given the reactants C(OC([N:8]1[CH2:13][CH2:12][N:11]([C:14]2[C:22]([Cl:23])=[CH:21][CH:20]=[C:19]3[C:15]=2[CH:16]=[CH:17][N:18]3[S:24]([C:27]2[CH:32]=[CH:31][CH:30]=[C:29]([Cl:33])[CH:28]=2)(=[O:26])=[O:25])[CH2:10][CH2:9]1)=O)(C)(C)C.Cl, predict the reaction product. The product is: [ClH:23].[Cl:23][C:22]1[C:14]([N:11]2[CH2:10][CH2:9][NH:8][CH2:13][CH2:12]2)=[C:15]2[C:19](=[CH:20][CH:21]=1)[N:18]([S:24]([C:27]1[CH:32]=[CH:31][CH:30]=[C:29]([Cl:33])[CH:28]=1)(=[O:25])=[O:26])[CH:17]=[CH:16]2.